Dataset: Full USPTO retrosynthesis dataset with 1.9M reactions from patents (1976-2016). Task: Predict the reactants needed to synthesize the given product. (1) Given the product [F:9][C:4]1[CH:3]=[C:2]([B:18]2[O:19][C:20]([CH3:22])([CH3:21])[C:16]([CH3:32])([CH3:15])[O:17]2)[CH:7]=[CH:6][C:5]=1[OH:8], predict the reactants needed to synthesize it. The reactants are: Br[C:2]1[CH:7]=[CH:6][C:5]([OH:8])=[C:4]([F:9])[CH:3]=1.C([O-])(=O)C.[K+].[CH3:15][C:16]1([CH3:32])[C:20]([CH3:22])([CH3:21])[O:19][B:18]([B:18]2[O:19][C:20]([CH3:22])([CH3:21])[C:16]([CH3:32])([CH3:15])[O:17]2)[O:17]1. (2) Given the product [Br:8][C:9]1[CH:14]=[CH:13][C:12]([CH2:15][CH2:16][NH:17][S:27]([C:22]2[CH:23]=[CH:24][CH:25]=[CH:26][C:21]=2[N+:18]([O-:20])=[O:19])(=[O:28])=[O:29])=[CH:11][CH:10]=1, predict the reactants needed to synthesize it. The reactants are: C(N(CC)CC)C.[Br:8][C:9]1[CH:14]=[CH:13][C:12]([CH2:15][CH2:16][NH2:17])=[CH:11][CH:10]=1.[N+:18]([C:21]1[CH:26]=[CH:25][CH:24]=[CH:23][C:22]=1[S:27](Cl)(=[O:29])=[O:28])([O-:20])=[O:19].C(=O)([O-])O.[Na+]. (3) The reactants are: C[O-].[Na+].[NH2:4][C:5]1[CH:10]=[C:9]([O:11][CH2:12][C:13]2[CH:18]=[CH:17][CH:16]=[CH:15][CH:14]=2)[C:8]([O:19][CH3:20])=[CH:7][C:6]=1[C:21](=[O:23])[CH3:22].[CH:24](OCC)=O.Cl. Given the product [CH2:12]([O:11][C:9]1[CH:10]=[C:5]2[C:6]([C:21](=[O:23])[CH:22]=[CH:24][NH:4]2)=[CH:7][C:8]=1[O:19][CH3:20])[C:13]1[CH:18]=[CH:17][CH:16]=[CH:15][CH:14]=1, predict the reactants needed to synthesize it. (4) Given the product [N+:45]([C:38]1[CH:37]=[C:36]([C:27]2[C:28]([I:35])=[CH:29][C:30]([I:34])=[C:31]([CH2:32][CH3:33])[C:26]=2[I:25])[CH:41]=[CH:40][C:39]=1[C:42]([C:5]1([O:19][C@H:18]([CH2:20][O:21][C:22](=[O:24])[CH3:23])[C@@H:13]([O:14][C:15](=[O:17])[CH3:16])[C@H:8]([O:9][C:10](=[O:12])[CH3:11])[C@H:6]1[NH2:7])[O:4][C:1](=[O:3])[CH3:2])=[O:43])([O-:47])=[O:46], predict the reactants needed to synthesize it. The reactants are: [C:1]([O:4][CH:5]1[O:19][C@H:18]([CH2:20][O:21][C:22](=[O:24])[CH3:23])[C@@H:13]([O:14][C:15](=[O:17])[CH3:16])[C@H:8]([O:9][C:10](=[O:12])[CH3:11])[C@H:6]1[NH2:7])(=[O:3])[CH3:2].[I:25][C:26]1[C:31]([CH2:32][CH3:33])=[C:30]([I:34])[CH:29]=[C:28]([I:35])[C:27]=1[C:36]1[CH:41]=[CH:40][C:39]([C:42](Cl)=[O:43])=[C:38]([N+:45]([O-:47])=[O:46])[CH:37]=1.